Dataset: Full USPTO retrosynthesis dataset with 1.9M reactions from patents (1976-2016). Task: Predict the reactants needed to synthesize the given product. (1) Given the product [F:10][C:9]1[C:4]([CH:3]=[O:2])=[C:5]([NH:14][C:15]2[CH:20]=[CH:19][C:18]([I:21])=[CH:17][C:16]=2[F:22])[C:6]([N+:11]([O-:13])=[O:12])=[CH:7][CH:8]=1, predict the reactants needed to synthesize it. The reactants are: C[O:2][CH:3](OC)[C:4]1[C:9]([F:10])=[CH:8][CH:7]=[C:6]([N+:11]([O-:13])=[O:12])[C:5]=1[NH:14][C:15]1[CH:20]=[CH:19][C:18]([I:21])=[CH:17][C:16]=1[F:22].Cl. (2) Given the product [O:1]1[CH2:5][CH2:4][CH2:3][CH:2]1[CH2:6][N:7]([CH2:9][C:10]1[CH:19]=[CH:18][C:17]([OH:20])=[C:16]2[C:11]=1[CH:12]=[CH:13][CH:14]=[N:15]2)[CH2:9][C:10]1[CH:19]=[CH:18][C:17]([OH:20])=[C:16]2[C:11]=1[CH:12]=[CH:13][CH:14]=[N:15]2, predict the reactants needed to synthesize it. The reactants are: [O:1]1[CH2:5][CH2:4][CH2:3][CH:2]1[CH2:6][NH2:7].Cl[CH2:9][C:10]1[CH:19]=[CH:18][C:17]([OH:20])=[C:16]2[C:11]=1[CH:12]=[CH:13][CH:14]=[N:15]2. (3) Given the product [CH3:35][C:10]1[CH:11]=[C:12]([O:15][CH:16]([C:18]2[C:19]([CH3:34])=[N:20][C:21]([C:24]3[CH:29]=[CH:28][C:27]([C:30]([F:33])([F:31])[F:32])=[CH:26][CH:25]=3)=[CH:22][CH:23]=2)[CH3:17])[CH:13]=[CH:14][C:9]=1[S:8][CH2:7][C:6]([OH:36])=[O:5], predict the reactants needed to synthesize it. The reactants are: C([O:5][C:6](=[O:36])[CH2:7][S:8][C:9]1[CH:14]=[CH:13][C:12]([O:15][CH:16]([C:18]2[C:19]([CH3:34])=[N:20][C:21]([C:24]3[CH:29]=[CH:28][C:27]([C:30]([F:33])([F:32])[F:31])=[CH:26][CH:25]=3)=[CH:22][CH:23]=2)[CH3:17])=[CH:11][C:10]=1[CH3:35])(C)(C)C.[OH-].[Na+]. (4) Given the product [CH2:1]([N:8]1[C:17]2[C:12](=[CH:13][C:14]([C:18]3[CH:19]=[CH:20][C:21]([F:24])=[CH:22][CH:23]=3)=[CH:15][CH:16]=2)[CH2:11][C:10]([CH3:25])([NH2:26])[C:9]1=[O:37])[C:2]1[CH:7]=[CH:6][CH:5]=[CH:4][CH:3]=1, predict the reactants needed to synthesize it. The reactants are: [CH2:1]([N:8]1[C:17]2[C:12](=[CH:13][C:14]([C:18]3[CH:23]=[CH:22][C:21]([F:24])=[CH:20][CH:19]=3)=[CH:15][CH:16]=2)[CH2:11][C:10]([NH:26]C(=O)OCC2C=CC=CC=2)([CH3:25])[C:9]1=[O:37])[C:2]1[CH:7]=[CH:6][CH:5]=[CH:4][CH:3]=1. (5) Given the product [O:16]1[CH:17]=[CH:18][N:19]=[C:15]1[CH2:14][N:10]1[C:11]2[C:7](=[CH:6][C:5]([NH2:2])=[CH:13][CH:12]=2)[CH:8]=[N:9]1, predict the reactants needed to synthesize it. The reactants are: Cl.[N+:2]([C:5]1[CH:6]=[C:7]2[C:11](=[CH:12][CH:13]=1)[N:10]([CH2:14][C:15]1[O:16][CH:17]=[CH:18][N:19]=1)[N:9]=[CH:8]2)([O-])=O.Cl[Sn]Cl.[OH-].[Na+]. (6) Given the product [CH:3]1([C:6](=[O:10])[CH:7]([C:14]([C:13]2[C:12]([CH3:11])=[N:20][C:19]([N:21]3[CH:25]=[N:24][CH:23]=[N:22]3)=[CH:18][CH:17]=2)=[O:15])[C:8]#[N:9])[CH2:5][CH2:4]1, predict the reactants needed to synthesize it. The reactants are: [H-].[Na+].[CH:3]1([C:6](=[O:10])[CH2:7][C:8]#[N:9])[CH2:5][CH2:4]1.[CH3:11][C:12]1[N:20]=[C:19]([N:21]2[CH:25]=[N:24][CH:23]=[N:22]2)[CH:18]=[CH:17][C:13]=1[C:14](Cl)=[O:15].C(O)(=O)CC(CC(O)=O)(C(O)=O)O. (7) Given the product [ClH:31].[Cl:32][C:27]1[CH:26]=[C:25]([CH:30]=[CH:29][C:28]=1[Cl:31])[C:24]([NH:23][C:20]1[CH:21]=[CH:22][C:17]([O:16][C:13]2[CH:12]=[CH:11][C:10]([NH:9][C:8]([N:48]3[CH2:49][CH2:50][N:45]([CH2:35][C:36]4[CH:44]=[CH:43][C:42]5[O:41][CH2:40][O:39][C:38]=5[CH:37]=4)[CH2:46][CH2:47]3)=[O:34])=[CH:15][CH:14]=2)=[N:18][CH:19]=1)=[O:33], predict the reactants needed to synthesize it. The reactants are: C1(O[C:8](=[O:34])[NH:9][C:10]2[CH:15]=[CH:14][C:13]([O:16][C:17]3[CH:22]=[CH:21][C:20]([NH:23][C:24](=[O:33])[C:25]4[CH:30]=[CH:29][C:28]([Cl:31])=[C:27]([Cl:32])[CH:26]=4)=[CH:19][N:18]=3)=[CH:12][CH:11]=2)C=CC=CC=1.[CH2:35]([N:45]1[CH2:50][CH2:49][NH:48][CH2:47][CH2:46]1)[C:36]1[CH:44]=[CH:43][C:42]2[O:41][CH2:40][O:39][C:38]=2[CH:37]=1. (8) Given the product [CH3:2][O:3][C:4](=[O:22])[C@H:5]([CH2:7][C:8]1[CH:13]=[CH:12][C:11]([C:14]2[CH:19]=[CH:18][CH:17]=[CH:16][C:15]=2[O:20][CH3:21])=[CH:10][CH:9]=1)[NH:6][C:30](=[O:31])[C@H:29]([C:23]1[CH:28]=[CH:27][CH:26]=[CH:25][CH:24]=1)[CH3:33], predict the reactants needed to synthesize it. The reactants are: Cl.[CH3:2][O:3][C:4](=[O:22])[C@H:5]([CH2:7][C:8]1[CH:13]=[CH:12][C:11]([C:14]2[CH:19]=[CH:18][CH:17]=[CH:16][C:15]=2[O:20][CH3:21])=[CH:10][CH:9]=1)[NH2:6].[C:23]1([C@H:29]([CH3:33])[C:30](O)=[O:31])[CH:28]=[CH:27][CH:26]=[CH:25][CH:24]=1.C1C=CC2N(O)N=NC=2C=1.CCN(C(C)C)C(C)C. (9) Given the product [CH:18]1([C:2]2[CH:3]=[CH:4][C:5]3[C:10](=[CH:9][CH:8]=[C:7]([C:11]([O:13][C:14]([CH3:17])([CH3:16])[CH3:15])=[O:12])[CH:6]=3)[N:1]=2)[CH2:20][CH2:19]1, predict the reactants needed to synthesize it. The reactants are: [N:1]1[C:10]2[C:5](=[CH:6][C:7]([C:11]([O:13][C:14]([CH3:17])([CH3:16])[CH3:15])=[O:12])=[CH:8][CH:9]=2)[CH:4]=[CH:3][CH:2]=1.[CH:18]1([Mg]Br)[CH2:20][CH2:19]1.[N+]([O-])([O-])=O.[NH4+].[Ce]. (10) Given the product [C:2]([C:7]1[O:11][C:10]([CH2:12][N:13]2[CH:17]=[C:16]([NH:18][C:25]([C:23]3[N:24]=[C:20]([CH3:19])[O:21][C:22]=3[C:28]3[CH:29]=[CH:30][CH:31]=[CH:32][CH:33]=3)=[O:26])[CH:15]=[N:14]2)=[CH:9][CH:8]=1)(=[O:6])[CH3:1], predict the reactants needed to synthesize it. The reactants are: [CH3:1][C:2]1([C:7]2[O:11][C:10]([CH2:12][N:13]3[CH:17]=[C:16]([NH2:18])[CH:15]=[N:14]3)=[CH:9][CH:8]=2)[O:6]CCO1.[CH3:19][C:20]1[O:21][C:22]([C:28]2[CH:33]=[CH:32][CH:31]=[CH:30][CH:29]=2)=[C:23]([C:25](O)=[O:26])[N:24]=1.